From a dataset of Forward reaction prediction with 1.9M reactions from USPTO patents (1976-2016). Predict the product of the given reaction. Given the reactants [F:1][C:2]1[CH:3]=[C:4]([CH2:9][C:10]([NH:12][C@H:13]([C:15]([OH:17])=O)[CH3:14])=[O:11])[CH:5]=[C:6]([F:8])[CH:7]=1.[NH2:18][CH:19]1[CH2:25][CH2:24][NH:23][C:21](=[O:22])[CH2:20]1, predict the reaction product. The product is: [F:8][C:6]1[CH:5]=[C:4]([CH2:9][C:10]([NH:12][C@H:13]([C:15]([NH:18][CH:19]2[CH2:25][CH2:24][NH:23][C:21](=[O:22])[CH2:20]2)=[O:17])[CH3:14])=[O:11])[CH:3]=[C:2]([F:1])[CH:7]=1.